This data is from Reaction yield outcomes from USPTO patents with 853,638 reactions. The task is: Predict the reaction yield, written as a fraction of the theoretical maximum amount of product (1.0 means a 100% yield; for example, 0.34 means a 34% yield). The reactants are C([O-])([O-])=O.[K+].[K+].[CH3:7][C:8]([CH3:10])=O.[CH3:11][O:12][C:13]1[CH:14]=[C:15]([CH:18]=[CH:19][C:20]=1[OH:21])[CH2:16][OH:17].C(Cl)C#C. The catalyst is ClCCl. The product is [CH3:11][O:12][C:13]1[CH:14]=[C:15]([CH:18]=[CH:19][C:20]=1[O:21][CH2:10][C:8]#[CH:7])[CH2:16][OH:17]. The yield is 0.940.